This data is from Peptide-MHC class II binding affinity with 134,281 pairs from IEDB. The task is: Regression. Given a peptide amino acid sequence and an MHC pseudo amino acid sequence, predict their binding affinity value. This is MHC class II binding data. (1) The binding affinity (normalized) is 0.381. The MHC is DRB1_0404 with pseudo-sequence DRB1_0404. The peptide sequence is YDKFMANVSTVLTGK. (2) The peptide sequence is CDGERPTLAFLQDVM. The MHC is HLA-DPA10103-DPB10401 with pseudo-sequence HLA-DPA10103-DPB10401. The binding affinity (normalized) is 0.0301. (3) The peptide sequence is YLVCGERGFFYTPKT. The MHC is DRB1_0401 with pseudo-sequence DRB1_0401. The binding affinity (normalized) is 0.328. (4) The MHC is DRB1_0802 with pseudo-sequence DRB1_0802. The binding affinity (normalized) is 0.0590. The peptide sequence is CKYGSLKPNCGNKVV. (5) The peptide sequence is AAATAGKTVYGAFAA. The MHC is HLA-DQA10501-DQB10301 with pseudo-sequence HLA-DQA10501-DQB10301. The binding affinity (normalized) is 0.587.